From a dataset of Cav3 T-type calcium channel HTS with 100,875 compounds. Binary Classification. Given a drug SMILES string, predict its activity (active/inactive) in a high-throughput screening assay against a specified biological target. The drug is S(c1c(N\C=C2\C(=O)CC(CC2=O)(C)C)cccc1)C. The result is 0 (inactive).